Dataset: Catalyst prediction with 721,799 reactions and 888 catalyst types from USPTO. Task: Predict which catalyst facilitates the given reaction. (1) Reactant: [CH3:1][C:2]1[CH:7]=[C:6]([N+:8]([O-])=O)[CH:5]=[CH:4][C:3]=1[N:11]1[CH2:16][CH2:15][N:14]([CH:17]2[CH2:20][O:19][CH2:18]2)[CH2:13][CH2:12]1. Product: [CH3:1][C:2]1[CH:7]=[C:6]([CH:5]=[CH:4][C:3]=1[N:11]1[CH2:16][CH2:15][N:14]([CH:17]2[CH2:18][O:19][CH2:20]2)[CH2:13][CH2:12]1)[NH2:8]. The catalyst class is: 696. (2) Reactant: [C:1]([O:4][C@@H:5]1[C@@H:10]([O:11][C:12](=[O:14])[CH3:13])[C@H:9]([O:15][C:16](=[O:18])[CH3:17])[C@@H:8]([CH2:19][O:20][C:21](=[O:23])[CH3:22])[O:7][C@H:6]1[C:24]1[CH:29]=[CH:28][C:27]([CH3:30])=[C:26]([CH2:31][C:32]2[S:33][CH:34]=[CH:35][CH:36]=2)[CH:25]=1)(=[O:3])[CH3:2].[Br:37]Br.S([O-])([O-])(=O)=S.[Na+].[Na+].C(=O)([O-])O.[Na+]. Product: [C:1]([O:4][C@@H:5]1[C@@H:10]([O:11][C:12](=[O:14])[CH3:13])[C@H:9]([O:15][C:16](=[O:18])[CH3:17])[C@@H:8]([CH2:19][O:20][C:21](=[O:23])[CH3:22])[O:7][C@H:6]1[C:24]1[CH:29]=[CH:28][C:27]([CH3:30])=[C:26]([CH2:31][C:32]2[S:33][C:34]([Br:37])=[CH:35][CH:36]=2)[CH:25]=1)(=[O:3])[CH3:2]. The catalyst class is: 22. (3) Reactant: [Cl:1][C:2]1[C:7]([Cl:8])=[CH:6][C:5]([C:9]2[N:14]=[C:13]([S:15][CH3:16])[N:12]=[C:11](Cl)[C:10]=2[C:18]#[N:19])=[CH:4][C:3]=1[O:20][CH3:21].[SH:22][CH2:23][C:24]([NH2:26])=[O:25].C([O-])([O-])=O.[K+].[K+]. Product: [Cl:1][C:2]1[C:7]([Cl:8])=[CH:6][C:5]([C:9]2[N:14]=[C:13]([S:15][CH3:16])[N:12]=[C:11]([S:22][CH2:23][C:24]([NH2:26])=[O:25])[C:10]=2[C:18]#[N:19])=[CH:4][C:3]=1[O:20][CH3:21]. The catalyst class is: 8. (4) Reactant: [Cl:1][C:2]1[N:3]=[C:4](Cl)[C:5]2[S:10][C:9]3[CH:11]=[CH:12][CH:13]=[CH:14][C:8]=3[C:6]=2[N:7]=1.[CH3:16][NH:17][CH3:18].C(O)C.O1CCOCC1. Product: [Cl:1][C:2]1[N:3]=[C:4]([N:17]([CH3:18])[CH3:16])[C:5]2[S:10][C:9]3[CH:11]=[CH:12][CH:13]=[CH:14][C:8]=3[C:6]=2[N:7]=1. The catalyst class is: 6. (5) Reactant: [C:1]([C:4]1[CH:9]=[CH:8][C:7]([CH2:10][C@@H:11]([NH:41]C(=O)OC(C)(C)C)[C:12]([N:14]2[CH2:19][CH2:18][CH:17]([N:20]3[N:29]=[C:28]([C:30]4[CH:35]=[CH:34][C:33]([O:36][CH3:37])=[C:32]([O:38][CH3:39])[CH:31]=4)[C@@H:27]4[C@@H:22]([CH2:23][CH2:24][CH2:25][CH2:26]4)[C:21]3=[O:40])[CH2:16][CH2:15]2)=[O:13])=[CH:6][CH:5]=1)(=[O:3])[NH2:2].FC(F)(F)C(O)=O.C(=O)(O)[O-].[Na+]. Product: [NH2:41][C@@H:11]([C:12]([N:14]1[CH2:19][CH2:18][CH:17]([N:20]2[N:29]=[C:28]([C:30]3[CH:35]=[CH:34][C:33]([O:36][CH3:37])=[C:32]([O:38][CH3:39])[CH:31]=3)[C@@H:27]3[C@@H:22]([CH2:23][CH2:24][CH2:25][CH2:26]3)[C:21]2=[O:40])[CH2:16][CH2:15]1)=[O:13])[CH2:10][C:7]1[CH:6]=[CH:5][C:4]([C:1]([NH2:2])=[O:3])=[CH:9][CH:8]=1. The catalyst class is: 2. (6) Product: [CH3:25][N:26]1[CH2:31][CH2:30][CH:29]([C:32]2[CH:33]=[CH:34][C:35]([NH:36][C:2]3[C:3]4[NH:15][N:14]=[CH:13][C:4]=4[N:5]=[C:6]([C:8]4[S:9][CH:10]=[CH:11][CH:12]=4)[N:7]=3)=[CH:37][CH:38]=2)[CH2:28][CH2:27]1. Reactant: Cl[C:2]1[C:3]2[C:4](=[CH:13][N:14](CC3C=CC(OC)=CC=3)[N:15]=2)[N:5]=[C:6]([C:8]2[S:9][CH:10]=[CH:11][CH:12]=2)[N:7]=1.[CH3:25][N:26]1[CH2:31][CH2:30][CH:29]([C:32]2[CH:38]=[CH:37][C:35]([NH2:36])=[CH:34][CH:33]=2)[CH2:28][CH2:27]1.Cl. The catalyst class is: 71.